Dataset: Tyrosyl-DNA phosphodiesterase HTS with 341,365 compounds. Task: Binary Classification. Given a drug SMILES string, predict its activity (active/inactive) in a high-throughput screening assay against a specified biological target. The molecule is S1(=O)(=O)C(CC(=O)N(c2c1cccc2)CC(=O)Nc1c(ccc(c1)C)C)C. The result is 0 (inactive).